Task: Regression/Classification. Given a drug SMILES string, predict its toxicity properties. Task type varies by dataset: regression for continuous values (e.g., LD50, hERG inhibition percentage) or binary classification for toxic/non-toxic outcomes (e.g., AMES mutagenicity, cardiotoxicity, hepatotoxicity). Dataset: ld50_zhu.. Dataset: Acute oral toxicity (LD50) regression data from Zhu et al. (1) The compound is C=CCSc1nnc(CSP(=S)(OCC)OCC)s1. The rat oral LD50 is 3.19, given as -log10 of the dose in mol/kg body weight (higher means more acutely toxic). (2) The drug is CC(C)(C(=O)O)S(C)(=O)=O. The rat oral LD50 is 1.47, given as -log10 of the dose in mol/kg body weight (higher means more acutely toxic). (3) The drug is CN(C)C(=O)N(C)C. The rat oral LD50 is 2.17, given as -log10 of the dose in mol/kg body weight (higher means more acutely toxic). (4) The compound is C=CCOc1ccccc1C(=O)N(CC)CC. The rat oral LD50 is 2.86, given as -log10 of the dose in mol/kg body weight (higher means more acutely toxic). (5) The molecule is CC1=CC2OC3C(O)C(O)C(C)(C34CO4)C2(CO)C(O)C1=O. The rat oral LD50 is 4.21, given as -log10 of the dose in mol/kg body weight (higher means more acutely toxic). (6) The compound is COP(=S)(OC)Oc1cc(C)c(Cl)cc1C(C)C. The rat oral LD50 is 2.79, given as -log10 of the dose in mol/kg body weight (higher means more acutely toxic). (7) The molecule is C#CCN. The rat oral LD50 is 1.85, given as -log10 of the dose in mol/kg body weight (higher means more acutely toxic). (8) The compound is IC(I)I. The rat oral LD50 is 3.04, given as -log10 of the dose in mol/kg body weight (higher means more acutely toxic). (9) The drug is O=C(O)C=CC(=O)OCCO. The rat oral LD50 is 1.81, given as -log10 of the dose in mol/kg body weight (higher means more acutely toxic). (10) The drug is COc1ccc(CC(C)N(C)C(=O)Cn2nc(-c3ccccc3)ccc2=O)cc1OC. The rat oral LD50 is 2.54, given as -log10 of the dose in mol/kg body weight (higher means more acutely toxic).